From a dataset of Reaction yield outcomes from USPTO patents with 853,638 reactions. Predict the reaction yield, written as a fraction of the theoretical maximum amount of product (1.0 means a 100% yield; for example, 0.34 means a 34% yield). (1) The reactants are [CH3:1][O:2][C:3]1[CH:4]=[C:5]([CH2:20][C:21]([OH:23])=[O:22])[CH:6]=[CH:7][C:8]=1[NH:9][C:10]([NH:12][C:13]1[CH:18]=[CH:17][CH:16]=[CH:15][C:14]=1[CH3:19])=[O:11].CCN(CC)CC.FC(F)(F)C(O[C:36]1[C:41]([F:42])=[C:40]([F:43])[C:39]([F:44])=[C:38]([F:45])[C:37]=1[F:46])=O.O. The catalyst is CN(C=O)C. The product is [CH3:1][O:2][C:3]1[CH:4]=[C:5]([CH2:20][C:21]([O:23][C:36]2[C:37]([F:46])=[C:38]([F:45])[C:39]([F:44])=[C:40]([F:43])[C:41]=2[F:42])=[O:22])[CH:6]=[CH:7][C:8]=1[NH:9][C:10]([NH:12][C:13]1[CH:18]=[CH:17][CH:16]=[CH:15][C:14]=1[CH3:19])=[O:11]. The yield is 0.960. (2) The reactants are [CH2:1]([Mg]Br)[CH:2]=[CH2:3].[Cl:6][CH2:7][CH2:8][C:9]([C:11]1[CH:16]=[CH:15][C:14]([F:17])=[CH:13][CH:12]=1)=[O:10]. The catalyst is C1COCC1. The product is [Cl:6][CH2:7][CH2:8][C:9]([C:11]1[CH:12]=[CH:13][C:14]([F:17])=[CH:15][CH:16]=1)([OH:10])[CH2:3][CH:2]=[CH2:1]. The yield is 0.970. (3) The reactants are C(O[C:4](=[O:21])[CH:5]([CH2:14][C:15]1[CH:20]=[CH:19][CH:18]=[CH:17][CH:16]=1)[C:6](=O)[C:7]1[CH:12]=[CH:11][CH:10]=[CH:9][CH:8]=1)C.[NH:22]([C:24]1[CH:29]=[CH:28][CH:27]=[CH:26][N:25]=1)[NH2:23]. The catalyst is C(O)C. The product is [N:25]1[CH:26]=[CH:27][CH:28]=[CH:29][C:24]=1[N:22]1[C:4]([OH:21])=[C:5]([CH2:14][C:15]2[CH:16]=[CH:17][CH:18]=[CH:19][CH:20]=2)[C:6]([C:7]2[CH:8]=[CH:9][CH:10]=[CH:11][CH:12]=2)=[N:23]1. The yield is 0.920. (4) The reactants are [CH3:1][O:2][C:3]1[CH:4]=[C:5]([C:13]#[CH:14])[CH:6]=[C:7]([O:11][CH3:12])[C:8]=1[O:9][CH3:10].C#CCCCCCC.I[C:24]1[CH:25]=[C:26]([C:30]#[C:31][C:32]2([NH:40][C:41](=[O:47])[O:42][C:43]([CH3:46])([CH3:45])[CH3:44])[CH2:37][O:36][C:35]([CH3:39])([CH3:38])[O:34][CH2:33]2)[CH:27]=[CH:28][CH:29]=1.IC1C=C2C(=CC=1)CN(C(C1C=CC=CC=1)(C1C=CC=CC=1)C1C=CC=CC=1)C2. No catalyst specified. The product is [C:43]([O:42][C:41](=[O:47])[NH:40][C:32]1([C:31]#[C:30][C:26]2[CH:27]=[CH:28][CH:29]=[C:24]([C:14]#[C:13][C:5]3[CH:6]=[C:7]([O:11][CH3:12])[C:8]([O:9][CH3:10])=[C:3]([O:2][CH3:1])[CH:4]=3)[CH:25]=2)[CH2:33][O:34][C:35]([CH3:39])([CH3:38])[O:36][CH2:37]1)([CH3:44])([CH3:45])[CH3:46]. The yield is 0.640.